The task is: Predict the reaction yield, written as a fraction of the theoretical maximum amount of product (1.0 means a 100% yield; for example, 0.34 means a 34% yield).. This data is from Reaction yield outcomes from USPTO patents with 853,638 reactions. (1) The reactants are [CH3:1][C:2]1[N:6]([CH2:7][C:8]([C:10]2[CH:15]=[CH:14][C:13]([N+:16]([O-])=O)=[CH:12][CH:11]=2)=[O:9])[C:5](=[O:19])[C:4]([C:23]2[CH:28]=[CH:27][CH:26]=[CH:25][CH:24]=2)([CH2:20][CH2:21][CH3:22])[N:3]=1.O.O.Cl[Sn]Cl.[OH-].[Na+]. The catalyst is C(O)C. The yield is 0.970. The product is [NH2:16][C:13]1[CH:12]=[CH:11][C:10]([C:8](=[O:9])[CH2:7][N:6]2[C:5](=[O:19])[C:4]([C:23]3[CH:28]=[CH:27][CH:26]=[CH:25][CH:24]=3)([CH2:20][CH2:21][CH3:22])[N:3]=[C:2]2[CH3:1])=[CH:15][CH:14]=1. (2) The reactants are [OH:1][CH:2]([C:8]1[C:17]2[C:12](=[CH:13][CH:14]=[CH:15][CH:16]=2)[CH:11]=[CH:10][C:9]=1[O:18][CH2:19][C:20]1[CH:25]=[CH:24][CH:23]=[CH:22][CH:21]=1)[C:3]([O:5][CH2:6][CH3:7])=[O:4].[CH3:26][O:27][CH2:28]Cl.O. The catalyst is ClCCl. The product is [CH2:19]([O:18][C:9]1[CH:10]=[CH:11][C:12]2[C:17](=[CH:16][CH:15]=[CH:14][CH:13]=2)[C:8]=1[CH:2]([O:1][CH2:26][O:27][CH3:28])[C:3]([O:5][CH2:6][CH3:7])=[O:4])[C:20]1[CH:21]=[CH:22][CH:23]=[CH:24][CH:25]=1. The yield is 0.990. (3) The reactants are [H-].[Na+].[C:3]([O:7][C:8]([N:10]1[CH2:13][CH:12]([OH:14])[CH2:11]1)=[O:9])([CH3:6])([CH3:5])[CH3:4].Br[CH2:16][CH2:17][F:18].[Cl-].[NH4+]. The catalyst is C(OCC)(=O)C.CN(C=O)C. The product is [C:3]([O:7][C:8]([N:10]1[CH2:13][CH:12]([O:14][CH2:16][CH2:17][F:18])[CH2:11]1)=[O:9])([CH3:6])([CH3:4])[CH3:5]. The yield is 0.460. (4) The reactants are [CH:1]1([CH2:7][C@H:8]([N:12]2[CH2:20][C:19]3[C:14](=[CH:15][CH:16]=[CH:17][CH:18]=3)[C:13]2=[O:21])[C:9](O)=[O:10])[CH2:6][CH2:5][CH2:4][CH2:3][CH2:2]1.[CH3:22][O:23][CH2:24][CH2:25][N:26]1[CH:30]=[CH:29][C:28]([NH2:31])=[N:27]1.F[P-](F)(F)(F)(F)F.N1(O[P+](N(C)C)(N(C)C)N(C)C)C2C=CC=CC=2N=N1.C(N(CC)C(C)C)(C)C. The catalyst is C(Cl)Cl. The product is [CH:1]1([CH2:7][C@H:8]([N:12]2[CH2:20][C:19]3[C:14](=[CH:15][CH:16]=[CH:17][CH:18]=3)[C:13]2=[O:21])[C:9]([NH:31][C:28]2[CH:29]=[CH:30][N:26]([CH2:25][CH2:24][O:23][CH3:22])[N:27]=2)=[O:10])[CH2:6][CH2:5][CH2:4][CH2:3][CH2:2]1. The yield is 0.360. (5) The reactants are [NH2:1][CH2:2][CH2:3][C@H:4]([N:6]1[CH2:11][CH2:10][CH:9]([N:12]([CH2:23][C:24]2[CH:25]=[N:26][CH:27]=[CH:28][C:29]=2[CH3:30])[C:13]2[CH:14]=[N:15][C:16]([C:19]([F:22])([F:21])[F:20])=[CH:17][CH:18]=2)[CH2:8][CH2:7]1)[CH3:5].CCN=C=NCCCN(C)C.C1C=CC2N(O)N=NC=2C=1.Cl.[Cl:53][C:54]1[CH:62]=[C:61]([CH3:63])[C:57]([C:58](O)=[O:59])=[C:56]([CH3:64])[N:55]=1.CCN(C(C)C)C(C)C. The catalyst is CN(C=O)C. The product is [Cl:53][C:54]1[CH:62]=[C:61]([CH3:63])[C:57]([C:58]([NH:1][CH2:2][CH2:3][C@H:4]([N:6]2[CH2:11][CH2:10][CH:9]([N:12]([CH2:23][C:24]3[CH:25]=[N:26][CH:27]=[CH:28][C:29]=3[CH3:30])[C:13]3[CH:14]=[N:15][C:16]([C:19]([F:22])([F:21])[F:20])=[CH:17][CH:18]=3)[CH2:8][CH2:7]2)[CH3:5])=[O:59])=[C:56]([CH3:64])[N:55]=1. The yield is 0.600. (6) The reactants are [CH3:1][O:2][C:3](=[O:22])[CH2:4][C@H:5]([OH:21])[C@H:6]([NH:10][C:11]([O:13][CH2:14][C:15]1[CH:20]=[CH:19][CH:18]=[CH:17][CH:16]=1)=[O:12])[CH:7]([CH3:9])[CH3:8].N1C(C)=CC=CC=1C.O([Si:39]([CH:46]([CH3:48])[CH3:47])([CH:43]([CH3:45])[CH3:44])[CH:40]([CH3:42])[CH3:41])S(C(F)(F)F)(=O)=O. The catalyst is C(Cl)Cl. The product is [CH3:1][O:2][C:3](=[O:22])[CH2:4][C@H:5]([O:21][Si:39]([CH:46]([CH3:48])[CH3:47])([CH:43]([CH3:45])[CH3:44])[CH:40]([CH3:42])[CH3:41])[C@H:6]([NH:10][C:11]([O:13][CH2:14][C:15]1[CH:16]=[CH:17][CH:18]=[CH:19][CH:20]=1)=[O:12])[CH:7]([CH3:9])[CH3:8]. The yield is 0.700.